This data is from Full USPTO retrosynthesis dataset with 1.9M reactions from patents (1976-2016). The task is: Predict the reactants needed to synthesize the given product. Given the product [CH3:1][O:2][C:3]1[CH:15]=[CH:14][C:6]([CH2:7][C:8]2[N:26]=[C:25]([S:22]([C:19]3[CH:18]=[CH:17][C:16]([CH3:27])=[CH:21][CH:20]=3)(=[O:23])=[O:24])[S:10][N:9]=2)=[CH:5][CH:4]=1, predict the reactants needed to synthesize it. The reactants are: [CH3:1][O:2][C:3]1[CH:15]=[CH:14][C:6]([CH2:7][C:8]2OC(=O)[S:10][N:9]=2)=[CH:5][CH:4]=1.[C:16]1([CH3:27])[CH:21]=[CH:20][C:19]([S:22]([C:25]#[N:26])(=[O:24])=[O:23])=[CH:18][CH:17]=1.